Dataset: Human Reference Interactome with 51,813 positive PPI pairs across 8,248 proteins, plus equal number of experimentally-validated negative pairs. Task: Binary Classification. Given two protein amino acid sequences, predict whether they physically interact or not. (1) Protein 1 (ENSG00000106266) has sequence MTGRAMDPLPAAAVGAAAEAEADEEADPPASDLPTPQAIEPQAIVQQVPAPSRMQMPQGNPLLLSHTLQELLARDTVQVELIPEKKGLFLKHVEYEVSSQRFKSSVYRRYNDFVVFQEMLLHKFPYRMVPALPPKRMLGADREFIEARRRALKRFVNLVARHPLFSEDVVLKLFLSFSGSDVQNKLKESAQCVGDEFLNCKLATRAKDFLPADIQAQFAISRELIRNIYNSFHKLRDRAERIASRAIDNAADLLIFGKELSAIGSDTTPLPSWAALNSSTWGSLKQALKGLSVEFALLAD.... Protein 2 (ENSG00000128789) has sequence MFVPCGESAPDLAGFTLLMPAVSVGNVGQLAMDLIISTLNMSKIGYFYTDCLVPMVGNNPYATTEGNSTELSINAEVYSLPSRKLVALQLRSIFIKYKSKPFCEKLLSWVKSSGCARVIVLSSSHSYQRNDLQLRSTPFRYLLTPSMQKSVQNKIKSLNWEEMEKSRCIPEIDDSEFCIRIPGGGITKTLYDESCSKEIQMAVLLKFVSEGDNIPDALGLVEYLNEWLQILKPLSDDPTVSASRWKIPSSWRLLFGSGLPPALF*MFVPCGESAPDLAGFTLLMPAVSVGNVGQLAMDLI.... Result: 0 (the proteins do not interact). (2) Protein 1 (ENSG00000185133) has sequence MEGQSSRGSRRPGTRAGLGSLPMPQGVAQTGAPSKVDSSFQLPAKKNAALGPSEPRLALAPVGPRAAMSASSEGPRLALASPRPILAPLCTPEGQKTATAHRSSSLAPTSVGQLVMSASAGPKPPPATTGSVLAPTSLGLVMPASAGPRSPPVTLGPNLAPTSRDQKQEPPASVGPKPTLAASGLSLALASEEQPPELPSTPSPVPSPVLSPTQEQALAPASTASGAASVGQTSARKRDAPAPRPLPASEGHLQPPAQTSGPTGSPPCIQTSPDPRLSPSFRARPEALHSSPEDPVLPRP.... Protein 2 (ENSG00000122877) has sequence MMTAKAVDKIPVTLSGFVHQLSDNIYPVEDLAATSVTIFPNAELGGPFDQMNGVAGDGMINIDMTGEKRSLDLPYPSSFAPVSAPRNQTFTYMGKFSIDPQYPGASCYPEGIINIVSAGILQGVTSPASTTASSSVTSASPNPLATGPLGVCTMSQTQPDLDHLYSPPPPPPPYSGCAGDLYQDPSAFLSAATTSTSSSLAYPPPPSYPSPKPATDPGLFPMIPDYPGFFPSQCQRDLHGTAGPDRKPFPCPLDTLRVPPPLTPLSTIRNFTLGGPSAGVTGPGASGGSEGPRLPGSSSA.... Result: 0 (the proteins do not interact).